From a dataset of Catalyst prediction with 721,799 reactions and 888 catalyst types from USPTO. Predict which catalyst facilitates the given reaction. Reactant: C([Mg]Cl)(C)C.Br[C:7]1[C:14]([O:15][CH3:16])=[CH:13][C:10]([C:11]#[N:12])=[CH:9][C:8]=1[O:17][CH3:18].C[O:20][B:21](OC)[O:22]C.Cl. Product: [C:11]([C:10]1[CH:13]=[C:14]([O:15][CH3:16])[C:7]([B:21]([OH:22])[OH:20])=[C:8]([O:17][CH3:18])[CH:9]=1)#[N:12]. The catalyst class is: 7.